From a dataset of Forward reaction prediction with 1.9M reactions from USPTO patents (1976-2016). Predict the product of the given reaction. (1) Given the reactants [CH3:1][N:2]1[C:10]2[N:9]=[C:8](Br)[NH:7][C:6]=2[C:5](=[O:12])[NH:4][C:3]1=[O:13].C(N(C(C)C)CC)(C)C.Br[CH2:24][C:25]#[C:26][CH3:27].C(=O)([O-])[O-].[K+].[K+].Cl[CH2:35][C:36]1[N:45]=[C:44]([CH3:46])[C:43]2[C:38](=[CH:39][CH:40]=[CH:41][CH:42]=2)[N:37]=1.Cl.Cl.[NH:49]1[CH2:54][CH2:53][CH2:52][C@@H:51]([NH2:55])[CH2:50]1, predict the reaction product. The product is: [CH3:24][C:25]#[C:26][CH2:27][N:7]1[C:8]([N:49]2[CH2:50][C@H:51]([NH2:55])[CH2:52][CH2:53][CH2:54]2)=[N:9][C:10]2[N:2]([CH3:1])[C:3]([N:4]([CH2:35][C:36]3[N:45]=[C:44]([CH3:46])[C:43]4[CH:42]=[CH:41][CH:40]=[CH:39][C:38]=4[N:37]=3)[C:5](=[O:12])[C:6]1=2)=[O:13]. (2) The product is: [O:4]1[CH:5]=[CH:6][C:2]([NH:1][C:8](=[O:9])[O:10][C:11]2[CH:12]=[CH:13][C:14]([N+:17]([O-:19])=[O:18])=[CH:15][CH:16]=2)=[N:3]1. Given the reactants [NH2:1][C:2]1[CH:6]=[CH:5][O:4][N:3]=1.Cl[C:8]([O:10][C:11]1[CH:16]=[CH:15][C:14]([N+:17]([O-:19])=[O:18])=[CH:13][CH:12]=1)=[O:9], predict the reaction product. (3) Given the reactants [NH2:1][CH2:2][CH2:3][N:4]([CH:24]([CH3:26])[CH3:25])[C:5]1([CH2:16][C:17]2[CH:22]=[CH:21][CH:20]=[C:19]([Cl:23])[CH:18]=2)[C:13]2[C:8](=[CH:9][C:10]([Cl:14])=[CH:11][CH:12]=2)[NH:7][C:6]1=[O:15].[CH:27]1([C:31](O)=[O:32])[CH2:30][CH2:29][CH2:28]1.CCN=C=NCCCN(C)C.Cl.C1C=CC2N(O)N=NC=2C=1.CCN(C(C)C)C(C)C, predict the reaction product. The product is: [Cl:14][C:10]1[CH:9]=[C:8]2[C:13]([C:5]([N:4]([CH:24]([CH3:26])[CH3:25])[CH2:3][CH2:2][NH:1][C:31]([CH:27]3[CH2:30][CH2:29][CH2:28]3)=[O:32])([CH2:16][C:17]3[CH:22]=[CH:21][CH:20]=[C:19]([Cl:23])[CH:18]=3)[C:6](=[O:15])[NH:7]2)=[CH:12][CH:11]=1.